From a dataset of Forward reaction prediction with 1.9M reactions from USPTO patents (1976-2016). Predict the product of the given reaction. (1) Given the reactants [CH2:1]([O:3][C:4](=[O:14])[CH:5]([C:7]1[CH:12]=[CH:11][C:10]([OH:13])=[CH:9][CH:8]=1)[CH3:6])[CH3:2].[N+:15]([O-])([OH:17])=[O:16].O, predict the reaction product. The product is: [CH2:1]([O:3][C:4](=[O:14])[CH:5]([C:7]1[CH:8]=[CH:9][C:10]([OH:13])=[C:11]([N+:15]([O-:17])=[O:16])[CH:12]=1)[CH3:6])[CH3:2]. (2) Given the reactants [OH:1][C:2]1[CH:3]=[CH:4][C:5]2[N:9]=[CH:8][N:7]([C:10]3[S:14][C:13]([C:15]([O:17][CH3:18])=[O:16])=[C:12]([O:19][C@@H:20]([C:22]4[CH:27]=[CH:26][CH:25]=[CH:24][C:23]=4[C:28]([F:31])([F:30])[F:29])[CH3:21])[CH:11]=3)[C:6]=2[CH:32]=1.C(=O)([O-])[O-].[Cs+].[Cs+].[C:39]([O:43][C:44]([N:46]1[CH2:51][CH2:50][CH:49](OS(C2C=CC(C)=CC=2)(=O)=O)[CH2:48][CH2:47]1)=[O:45])([CH3:42])([CH3:41])[CH3:40].CCOC(C)=O, predict the reaction product. The product is: [CH3:18][O:17][C:15]([C:13]1[S:14][C:10]([N:7]2[C:6]3[CH:32]=[C:2]([O:1][CH:49]4[CH2:50][CH2:51][N:46]([C:44]([O:43][C:39]([CH3:42])([CH3:41])[CH3:40])=[O:45])[CH2:47][CH2:48]4)[CH:3]=[CH:4][C:5]=3[N:9]=[CH:8]2)=[CH:11][C:12]=1[O:19][C@@H:20]([C:22]1[CH:27]=[CH:26][CH:25]=[CH:24][C:23]=1[C:28]([F:30])([F:29])[F:31])[CH3:21])=[O:16].